Dataset: Reaction yield outcomes from USPTO patents with 853,638 reactions. Task: Predict the reaction yield, written as a fraction of the theoretical maximum amount of product (1.0 means a 100% yield; for example, 0.34 means a 34% yield). (1) The reactants are [O:1]1[CH2:6][CH2:5][CH2:4][O:3][CH:2]1[C:7]1[C:16]2[C:11](=[CH:12][CH:13]=[CH:14][CH:15]=2)[CH:10]=[C:9]([C:17](N(OC)C)=[O:18])[CH:8]=1.[CH:23]1([Mg]Br)[CH2:25][CH2:24]1.[Cl-].[NH4+]. The catalyst is O1CCCC1. The product is [CH:23]1([C:17]([C:9]2[CH:8]=[C:7]([CH:2]3[O:3][CH2:4][CH2:5][CH2:6][O:1]3)[C:16]3[C:11](=[CH:12][CH:13]=[CH:14][CH:15]=3)[CH:10]=2)=[O:18])[CH2:25][CH2:24]1. The yield is 0.960. (2) The reactants are [F:1][C:2]1[CH:3]=[CH:4][C:5]([NH:8][NH2:9])=[N:6][CH:7]=1.[CH3:10][N:11]([CH3:15])[C:12](Cl)=[O:13].CCN(C(C)C)C(C)C. The catalyst is C(Cl)Cl. The product is [F:1][C:2]1[CH:3]=[CH:4][C:5]([NH:8][NH:9][C:12]([N:11]([CH3:15])[CH3:10])=[O:13])=[N:6][CH:7]=1. The yield is 0.770. (3) The reactants are [CH2:1]([N:8]1[CH2:13][CH2:12][N:11]([C:14]2[CH:22]=[CH:21][CH:20]=[C:19]3[C:15]=2[CH:16]=[N:17][NH:18]3)[CH2:10][CH2:9]1)[C:2]1[CH:7]=[CH:6][CH:5]=[CH:4][CH:3]=1.[H-].[Na+].[C:25]1([S:31]([Cl:34])(=[O:33])=[O:32])[CH:30]=[CH:29][CH:28]=[CH:27][CH:26]=1.C([O-])(O)=O.[Na+]. The catalyst is CN(C)C=O.O. The product is [ClH:34].[CH2:1]([N:8]1[CH2:13][CH2:12][N:11]([C:14]2[CH:22]=[CH:21][CH:20]=[C:19]3[C:15]=2[CH:16]=[N:17][N:18]3[S:31]([C:25]2[CH:30]=[CH:29][CH:28]=[CH:27][CH:26]=2)(=[O:33])=[O:32])[CH2:10][CH2:9]1)[C:2]1[CH:3]=[CH:4][CH:5]=[CH:6][CH:7]=1. The yield is 0.910. (4) The reactants are [N:1]1([C:9]([O:11][C:12]([CH3:15])([CH3:14])[CH3:13])=[O:10])[CH2:5][CH2:4][C@H:3]2[CH2:6][NH:7][CH2:8][C@@H:2]12.[Br:16][C:17]1[CH:18]=[N:19][CH:20]=[C:21](Br)[CH:22]=1.CC(C)([O-])C.[Na+].C(OCC)C. The catalyst is C1(C)C=CC=CC=1.C1C=CC(/C=C/C(/C=C/C2C=CC=CC=2)=O)=CC=1.C1C=CC(/C=C/C(/C=C/C2C=CC=CC=2)=O)=CC=1.C1C=CC(/C=C/C(/C=C/C2C=CC=CC=2)=O)=CC=1.[Pd].[Pd].C1(P(C2C=CC=CC=2)C2C=CC3C(=CC=CC=3)C=2C2C3C(=CC=CC=3)C=CC=2P(C2C=CC=CC=2)C2C=CC=CC=2)C=CC=CC=1. The product is [Br:16][C:17]1[CH:22]=[C:21]([N:7]2[CH2:6][C@H:3]3[C@H:2]([N:1]([C:9]([O:11][C:12]([CH3:15])([CH3:14])[CH3:13])=[O:10])[CH2:5][CH2:4]3)[CH2:8]2)[CH:20]=[N:19][CH:18]=1. The yield is 0.470. (5) The yield is 0.200. No catalyst specified. The reactants are [S:1]1[C:5]([CH2:6][OH:7])=[CH:4][N:3]=[CH:2]1.[CH2:8]([S:10]([C:13]1[CH:14]=[C:15]([C:19]2[C:24]3[C:25]4[CH:31]=[C:30]([CH3:32])[CH:29]=[N:28][C:26]=4[NH:27][C:23]=3[C:22](OCCCN(C)C)=[N:21][CH:20]=2)[CH:16]=[CH:17][CH:18]=1)(=[O:12])=[O:11])[CH3:9]. The product is [CH2:8]([S:10]([C:13]1[CH:14]=[C:15]([C:19]2[C:24]3[C:25]4[CH:31]=[C:30]([CH3:32])[CH:29]=[N:28][C:26]=4[NH:27][C:23]=3[C:22]([O:7][CH2:6][C:5]3[S:1][CH:2]=[N:3][CH:4]=3)=[N:21][CH:20]=2)[CH:16]=[CH:17][CH:18]=1)(=[O:11])=[O:12])[CH3:9]. (6) The reactants are COC1C=C(OC)C=CC=1S(NC1C=CC(C2SC(CCC(O)=O)=NC=2)=CC=1)(=O)=O.[CH3:31][O:32][C:33]1[CH:38]=[C:37]([O:39][CH3:40])[CH:36]=[CH:35][C:34]=1[S:41]([NH:44][C:45]1[CH:50]=[CH:49][C:48]([C:51]2[S:55][C:54]([CH2:56][CH2:57][CH2:58][C:59]([O:61]C)=[O:60])=[N:53][CH:52]=2)=[CH:47][CH:46]=1)(=[O:43])=[O:42]. No catalyst specified. The product is [CH3:31][O:32][C:33]1[CH:38]=[C:37]([O:39][CH3:40])[CH:36]=[CH:35][C:34]=1[S:41]([NH:44][C:45]1[CH:50]=[CH:49][C:48]([C:51]2[S:55][C:54]([CH2:56][CH2:57][CH2:58][C:59]([OH:61])=[O:60])=[N:53][CH:52]=2)=[CH:47][CH:46]=1)(=[O:42])=[O:43]. The yield is 0.690.